This data is from Catalyst prediction with 721,799 reactions and 888 catalyst types from USPTO. The task is: Predict which catalyst facilitates the given reaction. Reactant: [CH3:1][O:2][C:3](=[O:32])[CH2:4][C:5]1[CH:10]=[CH:9][C:8]([CH2:11][NH:12][CH2:13][CH2:14][CH2:15][N:16]2[C:24](=[O:25])[NH:23][C:22]3[C:17]2=[N:18][C:19]([O:27][CH2:28][CH2:29][CH2:30][CH3:31])=[N:20][C:21]=3[NH2:26])=[CH:7][CH:6]=1.[CH3:33][N:34]1[CH2:38][CH2:37][CH2:36][CH:35]1[C:39](O)=[O:40].CN(C(ON1N=NC2C=CC=NC1=2)=[N+](C)C)C.F[P-](F)(F)(F)(F)F. Product: [CH3:1][O:2][C:3](=[O:32])[CH2:4][C:5]1[CH:10]=[CH:9][C:8]([CH2:11][N:12]([CH2:13][CH2:14][CH2:15][N:16]2[C:24](=[O:25])[NH:23][C:22]3[C:17]2=[N:18][C:19]([O:27][CH2:28][CH2:29][CH2:30][CH3:31])=[N:20][C:21]=3[NH2:26])[C:39]([C@@H:35]2[CH2:36][CH2:37][CH2:38][N:34]2[CH3:33])=[O:40])=[CH:7][CH:6]=1. The catalyst class is: 2.